Dataset: Full USPTO retrosynthesis dataset with 1.9M reactions from patents (1976-2016). Task: Predict the reactants needed to synthesize the given product. (1) The reactants are: [Br:1][C:2]1[N:7]=[C:6]([C@@:8]([NH:20][S@@:21]([C:23]([CH3:26])([CH3:25])[CH3:24])=[O:22])([CH:17]([F:19])[F:18])[CH2:9][C:10]([O:12][C:13]([CH3:16])([CH3:15])[CH3:14])=[O:11])[C:5]([F:27])=[C:4]([Si](CC)(CC)CC)[CH:3]=1.BrC1N=C([C@](N[S@@](C(C)(C)C)=O)(C(F)F)CC(OC(C)(C)C)=O)C(F)=C([Si](CC)(CC)CC)C=1.[F-].[K+].C(O)(=O)C.C([O-])(O)=O.[Na+].BrC1N=C([C@@](N[S@@](C(C)(C)C)=O)(C(F)F)CC(OC(C)(C)C)=O)C(F)=CC=1. Given the product [Br:1][C:2]1[N:7]=[C:6]([C@:8]([NH:20][S@@:21]([C:23]([CH3:26])([CH3:25])[CH3:24])=[O:22])([CH:17]([F:18])[F:19])[CH2:9][C:10]([O:12][C:13]([CH3:14])([CH3:15])[CH3:16])=[O:11])[C:5]([F:27])=[CH:4][CH:3]=1, predict the reactants needed to synthesize it. (2) The reactants are: [CH3:1][O:2][C:3]([C:5]1[S:6][C:7]([C:10]([OH:12])=O)=[CH:8][CH:9]=1)=[O:4].CN1CCOCC1.ClC(OCC(C)C)=O.[NH2:28][CH2:29][C:30]1[C:39]2[C:34](=[CH:35][CH:36]=[CH:37][CH:38]=2)[CH:33]=[CH:32][CH:31]=1. Given the product [CH3:1][O:2][C:3]([C:5]1[S:6][C:7]([C:10](=[O:12])[NH:28][CH2:29][C:30]2[C:39]3[C:34](=[CH:35][CH:36]=[CH:37][CH:38]=3)[CH:33]=[CH:32][CH:31]=2)=[CH:8][CH:9]=1)=[O:4], predict the reactants needed to synthesize it. (3) Given the product [NH2:12][C:10]1[S:11][C:7]([C:5]2[CH:4]=[CH:3][N:22]=[C:20]([NH:19][C:23]3[CH:24]=[CH:25][C:26]([N:32]4[CH2:37][CH2:36][O:35][CH2:34][CH2:33]4)=[C:27]([CH:31]=3)[C:28]([NH2:30])=[O:29])[N:21]=2)=[C:8]([CH3:17])[N:9]=1, predict the reactants needed to synthesize it. The reactants are: CN(C)[CH:3]=[CH:4][C:5]([C:7]1[S:11][C:10]([N:12]=CN(C)C)=[N:9][C:8]=1[CH3:17])=O.[NH:19]([C:23]1[CH:24]=[CH:25][C:26]([N:32]2[CH2:37][CH2:36][O:35][CH2:34][CH2:33]2)=[C:27]([CH:31]=1)[C:28]([NH2:30])=[O:29])[C:20]([NH2:22])=[NH:21]. (4) Given the product [CH3:30][S:27]([C:24]1[CH:25]=[CH:26][C:21]([O:20][C:16]2[CH:17]=[C:18]3[C:13](=[C:14]([O:31][CH:32]4[CH2:33][CH2:34][O:35][CH2:36][CH2:37]4)[CH:15]=2)[NH:12][C:11]([C:9]2[S:10][CH:6]([CH2:5][C:4]([OH:38])=[O:3])[CH2:7][N:8]=2)=[CH:19]3)=[CH:22][CH:23]=1)(=[O:28])=[O:29], predict the reactants needed to synthesize it. The reactants are: C([O:3][C:4](=[O:38])[CH2:5][CH:6]1[S:10][C:9]([C:11]2[NH:12][C:13]3[C:18]([CH:19]=2)=[CH:17][C:16]([O:20][C:21]2[CH:26]=[CH:25][C:24]([S:27]([CH3:30])(=[O:29])=[O:28])=[CH:23][CH:22]=2)=[CH:15][C:14]=3[O:31][CH:32]2[CH2:37][CH2:36][O:35][CH2:34][CH2:33]2)=[N:8][CH2:7]1)C.[OH-].[Na+].O1CCCC1. (5) The reactants are: [NH2:1][C:2](=[O:31])[CH2:3][CH2:4][C:5]1[CH:6]=[CH:7][C:8]2[N:12]=[C:11]([CH2:13][NH:14][C:15]3[CH:20]=[CH:19][CH:18]=[CH:17][C:16]=3/[CH:21]=[CH:22]/[C:23]([O:25]C(C)(C)C)=[O:24])[NH:10][C:9]=2[CH:30]=1.C(O)(C(F)(F)F)=O.C(Cl)Cl. Given the product [NH2:1][C:2](=[O:31])[CH2:3][CH2:4][C:5]1[CH:6]=[CH:7][C:8]2[N:12]=[C:11]([CH2:13][NH:14][C:15]3[CH:20]=[CH:19][CH:18]=[CH:17][C:16]=3/[CH:21]=[CH:22]/[C:23]([OH:25])=[O:24])[NH:10][C:9]=2[CH:30]=1, predict the reactants needed to synthesize it. (6) Given the product [NH2:24][C@:20]1([CH2:21][OH:22])[CH2:26][CH2:27][C@H:18]([C:13]2[CH:12]=[CH:11][C:10]3[CH2:9][C@H:8]([CH2:7][O:6][C:5]4[CH:28]=[CH:29][CH:30]=[C:3]([O:2][CH3:1])[CH:4]=4)[CH2:17][CH2:16][C:15]=3[CH:14]=2)[CH2:19]1, predict the reactants needed to synthesize it. The reactants are: [CH3:1][O:2][C:3]1[CH:4]=[C:5]([CH:28]=[CH:29][CH:30]=1)[O:6][CH2:7][C@@H:8]1[CH2:17][CH2:16][C:15]2[CH:14]=[C:13]([C@H:18]3[CH2:27][CH2:26][C@@:20]4([NH:24]C(=O)[O:22][CH2:21]4)[CH2:19]3)[CH:12]=[CH:11][C:10]=2[CH2:9]1.O.O.[OH-].[Li+]. (7) Given the product [ClH:19].[CH2:20]([N:22]([CH2:27][CH3:28])[CH2:23][CH2:24][CH2:25][NH:26][S:16]([C:14]1[S:15][C:11]([C:5]2[CH:4]=[C:3]([CH2:1][CH3:2])[C:8](=[O:9])[NH:7][C:6]=2[CH3:10])=[CH:12][CH:13]=1)(=[O:18])=[O:17])[CH3:21], predict the reactants needed to synthesize it. The reactants are: [CH2:1]([C:3]1[C:8](=[O:9])[NH:7][C:6]([CH3:10])=[C:5]([C:11]2[S:15][C:14]([S:16]([Cl:19])(=[O:18])=[O:17])=[CH:13][CH:12]=2)[CH:4]=1)[CH3:2].[CH2:20]([N:22]([CH2:27][CH3:28])[CH2:23][CH2:24][CH2:25][NH2:26])[CH3:21].